This data is from Reaction yield outcomes from USPTO patents with 853,638 reactions. The task is: Predict the reaction yield, written as a fraction of the theoretical maximum amount of product (1.0 means a 100% yield; for example, 0.34 means a 34% yield). (1) The yield is 0.670. The product is [CH2:27]([C:3]1[N:4]=[C:5]([CH2:24][CH2:25][CH3:26])[N:6]([CH2:9][C:10]2[CH:15]=[CH:14][C:13]([C:16]3[C:17]([C:22]#[N:23])=[CH:18][CH:19]=[CH:20][CH:21]=3)=[CH:12][CH:11]=2)[C:7](=[O:8])[C:2]=1[O:37][C:34]1[CH:35]=[CH:36][C:31]([CH2:29][CH3:30])=[CH:32][CH:33]=1)[CH3:28]. The reactants are Br[C:2]1[C:7](=[O:8])[N:6]([CH2:9][C:10]2[CH:15]=[CH:14][C:13]([C:16]3[C:17]([C:22]#[N:23])=[CH:18][CH:19]=[CH:20][CH:21]=3)=[CH:12][CH:11]=2)[C:5]([CH2:24][CH2:25][CH3:26])=[N:4][C:3]=1[CH2:27][CH3:28].[CH2:29]([C:31]1[CH:36]=[CH:35][C:34]([OH:37])=[CH:33][CH:32]=1)[CH3:30].[OH-].[K+].CS(C)=O. The catalyst is C(OCC)(=O)C. (2) The reactants are [Br:1][C:2]1[C:7]([OH:8])=[CH:6][CH:5]=[CH:4][N:3]=1.I[CH2:10][CH3:11].C([O-])([O-])=O.[K+].[K+]. The catalyst is CN(C=O)C. The product is [Br:1][C:2]1[C:7]([O:8][CH2:10][CH3:11])=[CH:6][CH:5]=[CH:4][N:3]=1. The yield is 0.830. (3) The reactants are [CH3:1][O:2][C:3]1[CH:8]=[CH:7][C:6]([O:9][CH3:10])=[CH:5][C:4]=1[NH:11][C:12]1[N:23]=[CH:22][CH:21]=[CH:20][C:13]=1[C:14]([NH:16][CH2:17][C:18]#[CH:19])=[O:15].[N:24]([CH2:27][C:28]1[CH:33]=[CH:32][CH:31]=[C:30]([O:34][C:35]2[CH:40]=[CH:39][CH:38]=[CH:37][CH:36]=2)[CH:29]=1)=[N+:25]=[N-:26].O.O=C1O[C@H]([C@H](CO)O)C([O-])=C1O.[Na+]. The catalyst is S([O-])([O-])(=O)=O.[Cu+2].C(O)(C)(C)C. The product is [CH3:1][O:2][C:3]1[CH:8]=[CH:7][C:6]([O:9][CH3:10])=[CH:5][C:4]=1[NH:11][C:12]1[N:23]=[CH:22][CH:21]=[CH:20][C:13]=1[C:14]([NH:16][CH2:17][C:18]1[N:26]=[N:25][N:24]([CH2:27][C:28]2[CH:33]=[CH:32][CH:31]=[C:30]([O:34][C:35]3[CH:40]=[CH:39][CH:38]=[CH:37][CH:36]=3)[CH:29]=2)[CH:19]=1)=[O:15]. The yield is 0.780. (4) The reactants are [F:1][C:2]([F:27])([O:7][C:8]1[CH:13]=[CH:12][C:11]([N:14]2[CH:18]=[N:17][C:16]([C:19]3[CH:24]=[CH:23][C:22]([CH2:25][NH2:26])=[CH:21][CH:20]=3)=[N:15]2)=[CH:10][CH:9]=1)[C:3]([F:6])([F:5])[F:4].[N:28]([C:31]1[CH:36]=[CH:35][C:34]([O:37][CH3:38])=[CH:33][C:32]=1[CH3:39])=[C:29]=[S:30]. The catalyst is O1CCCC1. The product is [CH3:38][O:37][C:34]1[CH:35]=[CH:36][C:31]([NH:28][C:29]([NH:26][CH2:25][C:22]2[CH:23]=[CH:24][C:19]([C:16]3[N:17]=[CH:18][N:14]([C:11]4[CH:12]=[CH:13][C:8]([O:7][C:2]([F:1])([F:27])[C:3]([F:6])([F:5])[F:4])=[CH:9][CH:10]=4)[N:15]=3)=[CH:20][CH:21]=2)=[S:30])=[C:32]([CH3:39])[CH:33]=1. The yield is 0.460. (5) The reactants are C(O)(=O)C.C(O)(=O)C.I(C1C=CC=CC=1)=O.[CH3:17][S:18][C:19]1[CH:24]=[CH:23][C:22]([N+:25]([O-:27])=[O:26])=[CH:21][CH:20]=1.Cl[C:29]1[CH:30]=[C:31]([S:35]([NH2:38])(=[O:37])=[O:36])[CH:32]=[N:33][CH:34]=1.[O-2].[Mg+2].[Cl:41]CCl. The catalyst is CC([O-])=O.CC([O-])=O.CC([O-])=O.CC([O-])=O.[Rh+2].[Rh+2]. The product is [CH3:17][S:18]([C:19]1[CH:20]=[CH:21][C:22]([N+:25]([O-:27])=[O:26])=[CH:23][CH:24]=1)=[N:38][S:35]([C:31]1[CH:32]=[N:33][CH:34]=[CH:29][C:30]=1[Cl:41])(=[O:37])=[O:36]. The yield is 0.460. (6) The yield is 0.850. The reactants are I[C:2]1[C:3]([CH3:8])=[N:4][O:5][C:6]=1[CH3:7].[NH2:9][C:10]1[CH:11]=[C:12](B(O)O)[CH:13]=[CH:14][CH:15]=1.C([O-])([O-])=O.[Na+].[Na+]. The catalyst is COCCOC.O.[Pd].C1(P(C2C=CC=CC=2)C2C=CC=CC=2)C=CC=CC=1.C1(P(C2C=CC=CC=2)C2C=CC=CC=2)C=CC=CC=1.C1(P(C2C=CC=CC=2)C2C=CC=CC=2)C=CC=CC=1.C1(P(C2C=CC=CC=2)C2C=CC=CC=2)C=CC=CC=1. The product is [CH3:8][C:3]1[C:2]([C:14]2[CH:15]=[C:10]([CH:11]=[CH:12][CH:13]=2)[NH2:9])=[C:6]([CH3:7])[O:5][N:4]=1. (7) The catalyst is C1COCC1. The yield is 0.980. The product is [F:1][C:2]([CH3:29])([CH3:28])[CH2:3][N:4]1[CH2:9][CH2:8][CH:7]([CH2:10][O:11][C:12]2[CH:13]=[CH:14][C:15]([C:18]3[CH:19]=[CH:20][C:21]([C:22]([OH:24])=[O:23])=[CH:26][CH:27]=3)=[N:16][CH:17]=2)[CH2:6][CH2:5]1. The reactants are [F:1][C:2]([CH3:29])([CH3:28])[CH2:3][N:4]1[CH2:9][CH2:8][CH:7]([CH2:10][O:11][C:12]2[CH:13]=[CH:14][C:15]([C:18]3[CH:27]=[CH:26][C:21]([C:22]([O:24]C)=[O:23])=[CH:20][CH:19]=3)=[N:16][CH:17]=2)[CH2:6][CH2:5]1.CO.O.O[Li].O.